This data is from Reaction yield outcomes from USPTO patents with 853,638 reactions. The task is: Predict the reaction yield, written as a fraction of the theoretical maximum amount of product (1.0 means a 100% yield; for example, 0.34 means a 34% yield). The reactants are [CH2:1]([OH:9])[CH2:2][CH2:3][CH2:4][CH2:5][CH2:6][CH:7]=[CH2:8].[H-].[Na+].[CH3:12][O:13][C:14]1[CH:21]=[CH:20][C:17]([CH2:18]Cl)=[CH:16][CH:15]=1. The catalyst is CN(C=O)C. The product is [CH3:12][O:13][C:14]1[CH:21]=[CH:20][C:17]([CH2:18][O:9][CH2:1][CH2:2][CH2:3][CH2:4][CH2:5][CH2:6][CH:7]=[CH2:8])=[CH:16][CH:15]=1. The yield is 0.490.